This data is from CYP2C9 inhibition data for predicting drug metabolism from PubChem BioAssay. The task is: Regression/Classification. Given a drug SMILES string, predict its absorption, distribution, metabolism, or excretion properties. Task type varies by dataset: regression for continuous measurements (e.g., permeability, clearance, half-life) or binary classification for categorical outcomes (e.g., BBB penetration, CYP inhibition). Dataset: cyp2c9_veith. (1) The molecule is CC1=N[C@@](C)(COC(=O)[C@]2(C)N[C@](C)(CO)CO2)COC1=O. The result is 0 (non-inhibitor). (2) The molecule is N=C(N)c1ccc(N=Nc2c(O)ccc3c2[nH]c2ccccc23)cc1. The result is 0 (non-inhibitor).